From a dataset of Forward reaction prediction with 1.9M reactions from USPTO patents (1976-2016). Predict the product of the given reaction. (1) Given the reactants [C:1]([O:5][C:6](=[O:40])[N:7]([C@H:9]([C:11](=[O:39])[NH:12][C@@H:13]1[C:19](=[O:20])[N:18]([CH2:21][C:22]2[C:31]3[C:26](=[CH:27][C:28](Br)=[CH:29][CH:30]=3)[CH:25]=[CH:24][C:23]=2[O:33][CH3:34])[C:17]2[CH:35]=[CH:36][CH:37]=[CH:38][C:16]=2[NH:15][CH2:14]1)[CH3:10])[CH3:8])([CH3:4])([CH3:3])[CH3:2].C1(P(C2C=CC=CC=2)C2[C:61]3[O:60][C:59]4C(=CC=CC=4P(C4C=CC=CC=4)C4C=CC=CC=4)C(C)(C)C=3C=CC=2)C=CC=CC=1.C[OH:84], predict the reaction product. The product is: [CH3:59][O:60][C:61]([C:28]1[CH:29]=[CH:30][C:31]2[C:26](=[CH:25][CH:24]=[C:23]([O:33][CH3:34])[C:22]=2[CH2:21][N:18]2[C:19](=[O:20])[C@@H:13]([NH:12][C:11](=[O:39])[C@@H:9]([N:7]([C:6]([O:5][C:1]([CH3:4])([CH3:3])[CH3:2])=[O:40])[CH3:8])[CH3:10])[CH2:14][NH:15][C:16]3[CH:38]=[CH:37][CH:36]=[CH:35][C:17]2=3)[CH:27]=1)=[O:84]. (2) Given the reactants Br[C:2]1[N:6]2[CH2:7][CH2:8][N:9]([CH3:12])[C:10](=[O:11])[C:5]2=[C:4]([O:13][CH3:14])[C:3]=1[C:15]([O:17][CH2:18][CH3:19])=[O:16].[Li]CCCC.CCCCCC.[N:31]1[CH:36]=[CH:35][N:34]=[CH:33][C:32]=1[C:37](OC)=[O:38].Cl, predict the reaction product. The product is: [CH3:14][O:13][C:4]1[C:3]([C:15]([O:17][CH2:18][CH3:19])=[O:16])=[C:2]([C:37]([C:32]2[CH:33]=[N:34][CH:35]=[CH:36][N:31]=2)=[O:38])[N:6]2[CH2:7][CH2:8][N:9]([CH3:12])[C:10](=[O:11])[C:5]=12. (3) Given the reactants C[O:2][C:3](=[O:31])[C:4]1[CH:9]=[CH:8][C:7]([CH2:10][CH2:11][CH2:12][N:13]2[C:17](=[O:18])[CH2:16][CH2:15][CH:14]2[CH2:19][CH2:20][CH:21]([OH:30])[CH2:22][C:23]2[CH:28]=[CH:27][C:26]([F:29])=[CH:25][CH:24]=2)=[CH:6][CH:5]=1.[OH-].[Na+], predict the reaction product. The product is: [F:29][C:26]1[CH:25]=[CH:24][C:23]([CH2:22][CH:21]([OH:30])[CH2:20][CH2:19][CH:14]2[CH2:15][CH2:16][C:17](=[O:18])[N:13]2[CH2:12][CH2:11][CH2:10][C:7]2[CH:8]=[CH:9][C:4]([C:3]([OH:31])=[O:2])=[CH:5][CH:6]=2)=[CH:28][CH:27]=1. (4) Given the reactants [N+:1]([C:4]1[CH:9]=[C:8]([S:10]([C:12]([F:15])([F:14])[F:13])=[O:11])[CH:7]=[CH:6][C:5]=1[OH:16])([O-])=O, predict the reaction product. The product is: [NH2:1][C:4]1[CH:9]=[C:8]([S:10]([C:12]([F:15])([F:13])[F:14])=[O:11])[CH:7]=[CH:6][C:5]=1[OH:16]. (5) Given the reactants [CH:1]1[C:5]2=[C:6]([OH:15])[C:7]3[CH:14]=[CH:13][C:11](=[O:12])[O:10][C:8]=3[CH:9]=[C:4]2[O:3][CH:2]=1.[O:16]([CH2:23][CH2:24][CH2:25][CH2:26]Br)[C:17]1[CH:22]=[CH:21][CH:20]=[CH:19][CH:18]=1.C(=O)([O-])[O-].[K+].[K+].[I-].[K+], predict the reaction product. The product is: [O:16]([CH2:23][CH2:24][CH2:25][CH2:26][O:15][C:6]1[C:7]2[CH:14]=[CH:13][C:11](=[O:12])[O:10][C:8]=2[CH:9]=[C:4]2[O:3][CH:2]=[CH:1][C:5]=12)[C:17]1[CH:22]=[CH:21][CH:20]=[CH:19][CH:18]=1. (6) Given the reactants Cl.[NH:2]([C:4]1[CH:12]=[CH:11][CH:10]=[CH:9][C:5]=1[C:6]([OH:8])=[O:7])[NH2:3].[OH-].[Na+].[C:15]([CH2:18][S:19][C:20](=S)[S:21]CC(O)=O)(O)=[O:16], predict the reaction product. The product is: [O:16]=[C:15]1[CH2:18][S:19][C:20](=[S:21])[N:3]1[NH:2][C:4]1[CH:12]=[CH:11][CH:10]=[CH:9][C:5]=1[C:6]([OH:8])=[O:7]. (7) Given the reactants [CH:1]1([C:7]([OH:9])=O)[CH2:6][CH2:5][CH:4]=[CH:3][CH2:2]1.CCOCC.Cl.O.[CH3:17][CH2:18][CH2:19][CH2:20][CH2:21]C, predict the reaction product. The product is: [CH:1]1([C:7](=[O:9])[CH2:17][CH2:18][CH2:19][CH2:20][CH3:21])[CH2:6][CH2:5][CH:4]=[CH:3][CH2:2]1.